This data is from Full USPTO retrosynthesis dataset with 1.9M reactions from patents (1976-2016). The task is: Predict the reactants needed to synthesize the given product. (1) Given the product [NH2:19][C:15]1[CH:14]=[C:13]([O:12][C:4]2[CH:5]=[C:6]3[C:10](=[CH:11][C:3]=2[O:2][CH3:1])[N:9]([C:24]([NH:23][CH3:22])=[O:25])[CH:8]=[CH:7]3)[CH:18]=[CH:17][N:16]=1, predict the reactants needed to synthesize it. The reactants are: [CH3:1][O:2][C:3]1[CH:11]=[C:10]2[C:6]([CH:7]=[CH:8][NH:9]2)=[CH:5][C:4]=1[O:12][C:13]1[CH:18]=[CH:17][N:16]=[C:15]([NH2:19])[CH:14]=1.[H-].[Na+].[CH3:22][NH:23][C:24](=O)[O:25]C1C=CC=CC=1.[Cl-].[NH4+]. (2) Given the product [F:1][C:2]1[CH:7]=[N:6][C:5]2[N:8]([CH:9]3[CH2:14][CH2:13][N:12]([CH3:15])[CH2:11][CH2:10]3)[C:33](=[O:34])[N:18]([C@@H:19]3[CH2:24][CH2:23][C@H:22]([NH:25][C:26](=[O:32])[O:27][C:28]([CH3:29])([CH3:31])[CH3:30])[CH2:21][CH2:20]3)[C:16](=[O:17])[C:4]=2[CH:3]=1, predict the reactants needed to synthesize it. The reactants are: [F:1][C:2]1[CH:3]=[C:4]([C:16]([NH:18][C@@H:19]2[CH2:24][CH2:23][C@H:22]([NH:25][C:26](=[O:32])[O:27][C:28]([CH3:31])([CH3:30])[CH3:29])[CH2:21][CH2:20]2)=[O:17])[C:5]([NH:8][CH:9]2[CH2:14][CH2:13][N:12]([CH3:15])[CH2:11][CH2:10]2)=[N:6][CH:7]=1.[C:33](N1C=CN=C1)(N1C=CN=C1)=[O:34].[H-].[Na+]. (3) Given the product [Cl:1][C:2]1[CH:3]=[CH:4][C:5]([C:8]2[C:12]([CH2:13][O:14][C:15]3[CH:23]=[CH:22][C:18]([C:19]([NH:24][CH2:25][CH2:26][CH2:27][OH:28])=[O:21])=[CH:17][N:16]=3)=[CH:11][O:10][N:9]=2)=[CH:6][CH:7]=1, predict the reactants needed to synthesize it. The reactants are: [Cl:1][C:2]1[CH:7]=[CH:6][C:5]([C:8]2[C:12]([CH2:13][O:14][C:15]3[CH:23]=[CH:22][C:18]([C:19]([OH:21])=O)=[CH:17][N:16]=3)=[CH:11][O:10][N:9]=2)=[CH:4][CH:3]=1.[NH2:24][CH2:25][CH2:26][CH2:27][OH:28].O.ON1C2C=CC=CC=2N=N1.C(N(C(C)C)C(C)C)C. (4) The reactants are: [NH2:1][C:2]1[N:7]=[C:6]([C:8]2[CH:15]=[CH:14][C:11]([C:12]#[N:13])=[C:10](F)[CH:9]=2)[CH:5]=[C:4]([N:17]2[CH2:22][CH2:21][O:20][CH:19]([C:23]3[NH:24][C:25]4[CH:30]=[CH:29][N:28]=[CH:27][C:26]=4[N:31]=3)[CH2:18]2)[N:3]=1.[NH2:32][NH2:33]. Given the product [NH2:1][C:2]1[N:7]=[C:6]([C:8]2[CH:9]=[C:10]3[C:11]([C:12]([NH2:13])=[N:32][NH:33]3)=[CH:14][CH:15]=2)[CH:5]=[C:4]([N:17]2[CH2:22][CH2:21][O:20][CH:19]([C:23]3[NH:24][C:25]4=[CH:30][CH:29]=[N:28][CH:27]=[C:26]4[N:31]=3)[CH2:18]2)[N:3]=1, predict the reactants needed to synthesize it. (5) Given the product [CH2:28]([N:30]([CH2:31][CH3:32])[C:2]1[C:11]2[C:6](=[CH:7][C:8]([O:14][CH3:15])=[C:9]([O:12][CH3:13])[CH:10]=2)[N:5]2[N:16]=[N:17][C:18]([S:19]([C:22]3[CH:27]=[CH:26][CH:25]=[CH:24][CH:23]=3)(=[O:21])=[O:20])=[C:4]2[N:3]=1)[CH3:29], predict the reactants needed to synthesize it. The reactants are: Cl[C:2]1[C:11]2[C:6](=[CH:7][C:8]([O:14][CH3:15])=[C:9]([O:12][CH3:13])[CH:10]=2)[N:5]2[N:16]=[N:17][C:18]([S:19]([C:22]3[CH:27]=[CH:26][CH:25]=[CH:24][CH:23]=3)(=[O:21])=[O:20])=[C:4]2[N:3]=1.[CH2:28]([NH:30][CH2:31][CH3:32])[CH3:29]. (6) Given the product [NH:8]1[C:5]2=[N:6][CH:7]=[C:2]([C:18]#[N:19])[CH:3]=[C:4]2[CH:10]=[CH:9]1, predict the reactants needed to synthesize it. The reactants are: Br[C:2]1[CH:3]=[C:4]2[CH:10]=[CH:9][NH:8][C:5]2=[N:6][CH:7]=1.O.C(OCC)(=O)C.[CH3:18][N:19]1CCCC1=O.